The task is: Predict the product of the given reaction.. This data is from Forward reaction prediction with 1.9M reactions from USPTO patents (1976-2016). (1) Given the reactants [CH3:1][O-:2].[Na+].[CH2:4]([C:6]1[O:10][C:9]([CH2:11][CH2:12][NH:13][C:14]([NH:16][C:17]2[S:18][C:19]([C:23]3[CH:28]=[C:27]([CH3:29])[N:26]=[C:25](S(C)=O)[N:24]=3)=[C:20]([CH3:22])[N:21]=2)=[O:15])=[N:8][CH:7]=1)[CH3:5], predict the reaction product. The product is: [CH2:4]([C:6]1[O:10][C:9]([CH2:11][CH2:12][NH:13][C:14]([NH:16][C:17]2[S:18][C:19]([C:23]3[CH:28]=[C:27]([CH3:29])[N:26]=[C:25]([O:2][CH3:1])[N:24]=3)=[C:20]([CH3:22])[N:21]=2)=[O:15])=[N:8][CH:7]=1)[CH3:5]. (2) The product is: [Cl:16][C:17]1[CH:18]=[C:19]([C:20](=[NH:21])[NH:9][C:8]2[CH:10]=[CH:11][C:5]([S:2]([CH3:1])(=[O:3])=[O:4])=[CH:6][CH:7]=2)[CH:22]=[CH:23][C:24]=1[CH3:25]. Given the reactants [CH3:1][S:2]([C:5]1[CH:11]=[CH:10][C:8]([NH2:9])=[CH:7][CH:6]=1)(=[O:4])=[O:3].C[Al](C)C.[Cl:16][C:17]1[CH:18]=[C:19]([CH:22]=[CH:23][C:24]=1[CH3:25])[C:20]#[N:21], predict the reaction product. (3) Given the reactants [H-].[Na+].[Cl:3][C:4]1[CH:5]=[CH:6][C:7]([NH:10][C:11](=[O:18])[C@@H:12]([OH:17])[CH2:13][O:14][CH2:15][CH3:16])=[N:8][CH:9]=1.[CH3:19][N:20]1[CH:24]=[CH:23][N:22]=[C:21]1[N:25]1[C:29]2=[N:30][CH:31]=[N:32][C:33](OC3C=CC=CC=3)=[C:28]2[CH:27]=[N:26]1, predict the reaction product. The product is: [Cl:3][C:4]1[CH:5]=[CH:6][C:7]([NH:10][C:11](=[O:18])[C@@H:12]([O:17][C:33]2[N:32]=[CH:31][N:30]=[C:29]3[N:25]([C:21]4[N:20]([CH3:19])[CH:24]=[CH:23][N:22]=4)[N:26]=[CH:27][C:28]=23)[CH2:13][O:14][CH2:15][CH3:16])=[N:8][CH:9]=1. (4) Given the reactants [NH2:1][C@@H:2]([CH2:16][C:17]1[CH:22]=[CH:21][CH:20]=[CH:19][CH:18]=1)[C:3]([N:5]([C:7]1[CH:15]=[CH:14][C:10]2[O:11][CH2:12][O:13][C:9]=2[CH:8]=1)[CH3:6])=[O:4].C(O)(C(F)(F)F)=O.C(N(C(C)C)CC)(C)C.[CH3:39][C:40]1[CH:45]=[CH:44][CH:43]=[CH:42][C:41]=1[S:46]([N:49]=[C:50]=[O:51])(=[O:48])=[O:47], predict the reaction product. The product is: [O:11]1[C:10]2[CH:14]=[CH:15][C:7]([N:5]([CH3:6])[C:3](=[O:4])[C@@H:2]([NH:1][C:50]([NH:49][S:46]([C:41]3[CH:42]=[CH:43][CH:44]=[CH:45][C:40]=3[CH3:39])(=[O:48])=[O:47])=[O:51])[CH2:16][C:17]3[CH:22]=[CH:21][CH:20]=[CH:19][CH:18]=3)=[CH:8][C:9]=2[O:13][CH2:12]1. (5) Given the reactants N[C:2]1[CH:3]=[CH:4][CH:5]=[C:6]2[C:11]=1[C:10](=[O:12])[NH:9][C:8](=[O:13])[C:7]2([CH3:15])[CH3:14], predict the reaction product. The product is: [C:10]([NH:9][C:3]1[CH:2]=[C:11]2[C:6]([C:7]([CH3:15])([CH3:14])[C:8](=[O:13])[NH:9][C:10]2=[O:12])=[CH:5][CH:4]=1)(=[O:12])[CH3:11]. (6) Given the reactants [CH:1]1([CH2:6][CH:7]([C:11]2[CH:16]=[CH:15][C:14]([S:17]([CH3:20])(=[O:19])=[O:18])=[C:13]([N+:21]([O-:23])=[O:22])[CH:12]=2)[C:8](O)=[O:9])[CH2:5][CH2:4][CH2:3][CH2:2]1.C(N(CC)CC)C.F[P-](F)(F)(F)(F)F.N1(O[P+](N(C)C)(N(C)C)N(C)C)C2C=CC=CC=2N=N1.[NH2:58][C:59]1[CH:68]=[CH:67][C:66]2[C:61](=[CH:62][CH:63]=[CH:64][CH:65]=2)[N:60]=1, predict the reaction product. The product is: [CH:1]1([CH2:6][CH:7]([C:11]2[CH:16]=[CH:15][C:14]([S:17]([CH3:20])(=[O:19])=[O:18])=[C:13]([N+:21]([O-:23])=[O:22])[CH:12]=2)[C:8]([NH:58][C:59]2[CH:68]=[CH:67][C:66]3[C:61](=[CH:62][CH:63]=[CH:64][CH:65]=3)[N:60]=2)=[O:9])[CH2:2][CH2:3][CH2:4][CH2:5]1. (7) Given the reactants [CH2:1]([O:3][C:4](=[O:9])[CH2:5][CH:6](Br)[CH3:7])[CH3:2].C(N(CC)CC)C.[Br:17][C:18]1[CH:19]=[C:20]([CH:22]=[CH:23][CH:24]=1)[NH2:21], predict the reaction product. The product is: [CH2:1]([O:3][C:4](=[O:9])[CH2:5][CH2:6][CH2:7][NH:21][C:20]1[CH:22]=[CH:23][CH:24]=[C:18]([Br:17])[CH:19]=1)[CH3:2]. (8) Given the reactants [NH:1]1[C:7](=[O:8])[CH2:6][CH2:5][CH2:4][C:3]2[CH:9]=[CH:10][CH:11]=[CH:12][C:2]1=2.CN(CCN(C)C)C.[Si]([I:25])(C)(C)C.II, predict the reaction product. The product is: [I:25][CH:6]1[C:7](=[O:8])[NH:1][C:2]2[CH:12]=[CH:11][CH:10]=[CH:9][C:3]=2[CH2:4][CH2:5]1.